From a dataset of Full USPTO retrosynthesis dataset with 1.9M reactions from patents (1976-2016). Predict the reactants needed to synthesize the given product. (1) Given the product [CH2:14]([O:21][CH2:22][C:23]([N:1]1[C:9]2[C:4](=[CH:5][CH:6]=[CH:7][CH:8]=2)[C:3]([CH:10]=[O:11])=[CH:2]1)=[O:24])[C:15]1[CH:20]=[CH:19][CH:18]=[CH:17][CH:16]=1, predict the reactants needed to synthesize it. The reactants are: [NH:1]1[C:9]2[C:4](=[CH:5][CH:6]=[CH:7][CH:8]=2)[C:3]([CH:10]=[O:11])=[CH:2]1.[H-].[Na+].[CH2:14]([O:21][CH2:22][C:23](Cl)=[O:24])[C:15]1[CH:20]=[CH:19][CH:18]=[CH:17][CH:16]=1. (2) Given the product [F:34][C:33]([F:36])([F:35])[C:31]1[CH:30]=[C:5]([CH:4]=[C:3]([C:2]([F:37])([F:1])[F:38])[CH:32]=1)[CH2:6][N:7]([CH2:14][C:15]1[C:16]([N:21]([CH2:24][CH:25]2[CH2:29][CH2:28][CH2:27][CH2:26]2)[CH2:22][CH3:23])=[N:17][CH:18]=[C:19]([N+:39]([O-:41])=[O:40])[CH:20]=1)[C:8]1[N:9]=[N:10][N:11]([CH3:13])[N:12]=1, predict the reactants needed to synthesize it. The reactants are: [F:1][C:2]([F:38])([F:37])[C:3]1[CH:4]=[C:5]([CH:30]=[C:31]([C:33]([F:36])([F:35])[F:34])[CH:32]=1)[CH2:6][N:7]([CH2:14][C:15]1[C:16]([N:21]([CH2:24][CH:25]2[CH2:29][CH2:28][CH2:27][CH2:26]2)[CH2:22][CH3:23])=[N:17][CH:18]=[CH:19][CH:20]=1)[C:8]1[N:9]=[N:10][N:11]([CH3:13])[N:12]=1.[N+:39]([O-])([OH:41])=[O:40].[OH-].[Na+]. (3) Given the product [CH2:1]([O:3][CH2:4][CH2:5][O:6][C:7]1[CH:8]=[CH:9][C:10]([C:13]2[CH:14]=[CH:15][C:16]([S:19]([C:22]3([C:28]([NH:38][O:39][CH:40]4[CH2:45][CH2:44][CH2:43][CH2:42][O:41]4)=[O:29])[CH2:23][CH2:24][O:25][CH2:26][CH2:27]3)(=[O:21])=[O:20])=[CH:17][CH:18]=2)=[CH:11][CH:12]=1)[CH3:2], predict the reactants needed to synthesize it. The reactants are: [CH2:1]([O:3][CH2:4][CH2:5][O:6][C:7]1[CH:12]=[CH:11][C:10]([C:13]2[CH:18]=[CH:17][C:16]([S:19]([C:22]3([C:28](O)=[O:29])[CH2:27][CH2:26][O:25][CH2:24][CH2:23]3)(=[O:21])=[O:20])=[CH:15][CH:14]=2)=[CH:9][CH:8]=1)[CH3:2].C(N(CC)CC)C.[NH2:38][O:39][CH:40]1[CH2:45][CH2:44][CH2:43][CH2:42][O:41]1.Cl.CN(C)CCCN=C=NCC. (4) Given the product [C:10]([C:2]1[S:1][C:5]2[CH:6]=[CH:7][CH:8]=[CH:9][C:4]=2[N:3]=1)#[N:12], predict the reactants needed to synthesize it. The reactants are: [S:1]1[C:5]2[CH:6]=[CH:7][CH:8]=[CH:9][C:4]=2[N:3]=[C:2]1[C:10]([NH2:12])=O.N1C=CC=CC=1.O=P(Cl)(Cl)Cl. (5) Given the product [CH2:17]([CH:24]1[CH2:29][CH2:28][N:27]([C:13]([C:9]2[NH:10][C:11]3[CH:12]=[C:4]4[NH:3][C:2](=[O:1])[NH:16][C:5]4=[CH:6][C:7]=3[CH:8]=2)=[O:15])[CH2:26][CH2:25]1)[C:18]1[CH:23]=[CH:22][CH:21]=[CH:20][CH:19]=1, predict the reactants needed to synthesize it. The reactants are: [O:1]=[C:2]1[NH:16][C:5]2=[CH:6][C:7]3[CH:8]=[C:9]([C:13]([OH:15])=O)[NH:10][C:11]=3[CH:12]=[C:4]2[NH:3]1.[CH2:17]([CH:24]1[CH2:29][CH2:28][NH:27][CH2:26][CH2:25]1)[C:18]1[CH:23]=[CH:22][CH:21]=[CH:20][CH:19]=1. (6) The reactants are: [NH2:1][CH2:2][CH2:3][CH2:4][CH2:5][CH2:6][CH2:7][OH:8].C(N(CC)CC)C.[F:16][C:17]1[CH:25]=[CH:24][C:20]([C:21](Cl)=[O:22])=[CH:19][CH:18]=1.O. Given the product [F:16][C:17]1[CH:25]=[CH:24][C:20]([C:21]([NH:1][CH2:2][CH2:3][CH2:4][CH2:5][CH2:6][CH2:7][OH:8])=[O:22])=[CH:19][CH:18]=1, predict the reactants needed to synthesize it.